This data is from Full USPTO retrosynthesis dataset with 1.9M reactions from patents (1976-2016). The task is: Predict the reactants needed to synthesize the given product. (1) Given the product [NH2:1][C:2]1[N:6]([CH:7]2[CH2:12][CH2:11][CH2:10][N:9]([C:31](=[O:32])[CH2:30][Cl:29])[CH2:8]2)[N:5]=[C:4]([C:13]2[CH:14]=[CH:15][C:16]([O:19][C:20]3[CH:25]=[CH:24][CH:23]=[CH:22][CH:21]=3)=[CH:17][CH:18]=2)[C:3]=1[C:26]([NH2:28])=[O:27], predict the reactants needed to synthesize it. The reactants are: [NH2:1][C:2]1[N:6]([CH:7]2[CH2:12][CH2:11][CH2:10][NH:9][CH2:8]2)[N:5]=[C:4]([C:13]2[CH:18]=[CH:17][C:16]([O:19][C:20]3[CH:25]=[CH:24][CH:23]=[CH:22][CH:21]=3)=[CH:15][CH:14]=2)[C:3]=1[C:26]([NH2:28])=[O:27].[Cl:29][CH2:30][C:31](Cl)=[O:32]. (2) Given the product [NH:35]1[C:36]2[C:32](=[C:31]([O:30][C:2]3[C:11]4[C:6](=[CH:7][C:8]([O:14][CH2:15][CH2:16][CH2:17][N:18]5[CH2:23][CH2:22][CH2:21][CH2:20][CH2:19]5)=[C:9]([O:12][CH3:13])[CH:10]=4)[N:5]=[CH:4][N:3]=3)[CH:39]=[CH:38][CH:37]=2)[CH:33]=[CH:34]1, predict the reactants needed to synthesize it. The reactants are: Cl[C:2]1[C:11]2[C:6](=[CH:7][C:8]([O:14][CH2:15][CH2:16][CH2:17][N:18]3[CH2:23][CH2:22][CH2:21][CH2:20][CH2:19]3)=[C:9]([O:12][CH3:13])[CH:10]=2)[N:5]=[CH:4][N:3]=1.C(=O)([O-])[O-].[K+].[K+].[OH:30][C:31]1[CH:39]=[CH:38][CH:37]=[C:36]2[C:32]=1[CH:33]=[CH:34][NH:35]2. (3) The reactants are: C1C=CC(P([C:27]2[C:28](C3C(P(C4C=CC=CC=4)C4C=CC=CC=4)=C[CH:31]=[C:30]4[C:25]=3[CH:26]=[CH:27][CH:28]=[CH:29]4)=[C:29]3[C:30]([CH:31]=CC=C3)=[CH:25][CH:26]=2)C2C=CC=CC=2)=CC=1.[CH2:47]([NH:54][CH2:55][CH2:56][OH:57])[C:48]1C=CC=[CH:50][CH:49]=1.C(OC/C=C\COC(=O)C)(=O)C.[F-].[K+]. Given the product [CH2:31]([N:54]1[CH2:55][CH2:56][O:57][CH:48]([CH:49]=[CH2:50])[CH2:47]1)[C:30]1[CH:25]=[CH:26][CH:27]=[CH:28][CH:29]=1, predict the reactants needed to synthesize it. (4) Given the product [F:2][C:3]1[CH:4]=[CH:5][C:6]([CH:9]([OH:23])[CH:10]([NH:22][C:42]([NH:41][C:31]2[C:40]3[C:35](=[CH:36][CH:37]=[CH:38][CH:39]=3)[CH:34]=[CH:33][CH:32]=2)=[O:43])[CH2:11][C:12]2[CH:17]=[CH:16][C:15]([C:18]([F:21])([F:20])[F:19])=[CH:14][CH:13]=2)=[CH:7][CH:8]=1, predict the reactants needed to synthesize it. The reactants are: Cl.[F:2][C:3]1[CH:8]=[CH:7][C:6]([CH:9]([OH:23])[CH:10]([NH2:22])[CH2:11][C:12]2[CH:17]=[CH:16][C:15]([C:18]([F:21])([F:20])[F:19])=[CH:14][CH:13]=2)=[CH:5][CH:4]=1.C(N(CC)CC)C.[C:31]1([N:41]=[C:42]=[O:43])[C:40]2[C:35](=[CH:36][CH:37]=[CH:38][CH:39]=2)[CH:34]=[CH:33][CH:32]=1. (5) Given the product [NH:13]1[C:14]2[C:21]([CH:20]=[CH:19][C:18]3[C:15]=2[CH:16]=[CH:24][N:25]=3)=[CH:11][CH:10]=[CH:9]1.[CH2:1]([N:8]1[C:9]2=[N:13][C:14]3[C:15]([C:16]([NH2:17])=[C:10]2[CH2:11][CH2:12]1)=[CH:18][CH:19]=[CH:20][CH:21]=3)[C:2]1[CH:3]=[CH:4][CH:5]=[CH:6][CH:7]=1, predict the reactants needed to synthesize it. The reactants are: [CH2:1]([N:8]1[CH2:12][CH2:11][CH2:10][C:9]1=[N:13][C:14]1[CH:21]=[CH:20][CH:19]=[CH:18][C:15]=1[C:16]#[N:17])[C:2]1[CH:7]=[CH:6][CH:5]=[CH:4][CH:3]=1.C(#N)C1[C:24](=CC=CC=1)[NH2:25].CC(C)([O-])C.[K+].[H-].[Na+]. (6) Given the product [Cl:1][C:2]1[C:10]([F:11])=[CH:9][CH:8]=[C:7]2[C:3]=1[C:4]([CH2:40][C:39]1[CH:43]=[CH:44][C:36]([I:35])=[CH:37][CH:38]=1)=[CH:5][N:6]2[C@@H:12]1[O:29][C@H:28]([CH2:30][OH:31])[C@@H:23]([OH:24])[C@H:18]([OH:19])[C@H:13]1[OH:14], predict the reactants needed to synthesize it. The reactants are: [Cl:1][C:2]1[C:10]([F:11])=[CH:9][CH:8]=[C:7]2[C:3]=1[CH:4]=[CH:5][N:6]2[C@@H:12]1[O:29][C@H:28]([CH2:30][O:31]C(=O)C)[C@@H:23]([O:24]C(=O)C)[C@H:18]([O:19]C(=O)C)[C@H:13]1[O:14]C(=O)C.[I:35][C:36]1[CH:44]=[CH:43][C:39]([C:40](Cl)=O)=[CH:38][CH:37]=1. (7) Given the product [BrH:11].[Br:11][C:8]1[CH:9]=[C:3]([O:2][CH3:1])[CH:4]=[C:5]([CH3:10])[C:6]=1[NH2:7], predict the reactants needed to synthesize it. The reactants are: [CH3:1][O:2][C:3]1[CH:9]=[CH:8][C:6]([NH2:7])=[C:5]([CH3:10])[CH:4]=1.[Br:11]Br. (8) Given the product [CH:1]1([NH:6][C:7]2[CH:12]=[C:11]([NH:13][CH:14]3[CH2:16][CH2:15]3)[N:10]3[N:17]=[CH:18][C:19](/[CH:20]=[C:28]4/[C:26](=[O:27])[NH:25][C:23](=[O:24])[NH:22]/4)=[C:9]3[N:8]=2)[CH2:2][CH2:3][CH2:4][CH2:5]1, predict the reactants needed to synthesize it. The reactants are: [CH:1]1([NH:6][C:7]2[CH:12]=[C:11]([NH:13][CH:14]3[CH2:16][CH2:15]3)[N:10]3[N:17]=[CH:18][C:19]([CH:20]=O)=[C:9]3[N:8]=2)[CH2:5][CH2:4][CH2:3][CH2:2]1.[NH:22]1[CH2:28][C:26](=[O:27])[NH:25][C:23]1=[O:24].N1CCCCC1.